This data is from NCI-60 drug combinations with 297,098 pairs across 59 cell lines. The task is: Regression. Given two drug SMILES strings and cell line genomic features, predict the synergy score measuring deviation from expected non-interaction effect. (1) Drug 1: CCC1(CC2CC(C3=C(CCN(C2)C1)C4=CC=CC=C4N3)(C5=C(C=C6C(=C5)C78CCN9C7C(C=CC9)(C(C(C8N6C=O)(C(=O)OC)O)OC(=O)C)CC)OC)C(=O)OC)O.OS(=O)(=O)O. Drug 2: CC1=C(C(=CC=C1)Cl)NC(=O)C2=CN=C(S2)NC3=CC(=NC(=N3)C)N4CCN(CC4)CCO. Cell line: EKVX. Synergy scores: CSS=9.57, Synergy_ZIP=1.47, Synergy_Bliss=3.60, Synergy_Loewe=-0.0945, Synergy_HSA=2.00. (2) Drug 1: C1CC(=O)NC(=O)C1N2CC3=C(C2=O)C=CC=C3N. Drug 2: CC1C(C(CC(O1)OC2CC(CC3=C2C(=C4C(=C3O)C(=O)C5=C(C4=O)C(=CC=C5)OC)O)(C(=O)CO)O)N)O.Cl. Cell line: CAKI-1. Synergy scores: CSS=35.9, Synergy_ZIP=4.65, Synergy_Bliss=5.39, Synergy_Loewe=-6.53, Synergy_HSA=4.69. (3) Cell line: TK-10. Drug 1: CC1=C(C(=CC=C1)Cl)NC(=O)C2=CN=C(S2)NC3=CC(=NC(=N3)C)N4CCN(CC4)CCO. Synergy scores: CSS=27.5, Synergy_ZIP=-7.07, Synergy_Bliss=1.58, Synergy_Loewe=1.41, Synergy_HSA=4.14. Drug 2: CCN(CC)CCCC(C)NC1=C2C=C(C=CC2=NC3=C1C=CC(=C3)Cl)OC. (4) Drug 1: C1CC(=O)NC(=O)C1N2CC3=C(C2=O)C=CC=C3N. Drug 2: C1CC(=O)NC(=O)C1N2C(=O)C3=CC=CC=C3C2=O. Cell line: SN12C. Synergy scores: CSS=3.42, Synergy_ZIP=8.43, Synergy_Bliss=15.4, Synergy_Loewe=16.2, Synergy_HSA=16.2. (5) Synergy scores: CSS=34.6, Synergy_ZIP=4.50, Synergy_Bliss=2.56, Synergy_Loewe=-13.4, Synergy_HSA=-0.663. Cell line: CAKI-1. Drug 1: C(=O)(N)NO. Drug 2: CCCCC(=O)OCC(=O)C1(CC(C2=C(C1)C(=C3C(=C2O)C(=O)C4=C(C3=O)C=CC=C4OC)O)OC5CC(C(C(O5)C)O)NC(=O)C(F)(F)F)O. (6) Drug 1: CC(CN1CC(=O)NC(=O)C1)N2CC(=O)NC(=O)C2. Drug 2: COCCOC1=C(C=C2C(=C1)C(=NC=N2)NC3=CC=CC(=C3)C#C)OCCOC.Cl. Cell line: SK-MEL-2. Synergy scores: CSS=15.7, Synergy_ZIP=-6.40, Synergy_Bliss=-5.58, Synergy_Loewe=-7.22, Synergy_HSA=-7.07.